From a dataset of Forward reaction prediction with 1.9M reactions from USPTO patents (1976-2016). Predict the product of the given reaction. (1) Given the reactants [Cl:1][C:2]1[C:10]2[N:9]=[C:8]3[N:11]([C:15]4[CH:20]=[CH:19][C:18]([Cl:21])=[CH:17][C:16]=4[Cl:22])[CH2:12][CH2:13][CH2:14][N:7]3[C:6]=2[C:5]([CH:23]([CH2:30][CH3:31])[CH2:24][C:25](OCC)=[O:26])=[CH:4][CH:3]=1.[OH-].[Na+].ClC(OCC)=O.[NH3:40], predict the reaction product. The product is: [Cl:1][C:2]1[C:10]2[N:9]=[C:8]3[N:11]([C:15]4[CH:20]=[CH:19][C:18]([Cl:21])=[CH:17][C:16]=4[Cl:22])[CH2:12][CH2:13][CH2:14][N:7]3[C:6]=2[C:5]([CH:23]([CH2:30][CH3:31])[CH2:24][C:25]([NH2:40])=[O:26])=[CH:4][CH:3]=1. (2) Given the reactants [CH2:1]([S:3]([N:6]1[CH2:11][CH2:10][CH:9]([C:12]2[C:20]3[C:15](=[C:16]([C:29]([NH2:31])=[O:30])[CH:17]=[C:18]([C:21]4[CH:25]=[C:24]([CH2:26][NH:27][CH3:28])[S:23][CH:22]=4)[CH:19]=3)[NH:14][CH:13]=2)[CH2:8][CH2:7]1)(=[O:5])=[O:4])[CH3:2].C(N(CC)CC)C.[CH3:39][CH2:40][O:41][C:42](Cl)=[O:43], predict the reaction product. The product is: [NH2:31][C:29]([C:16]1[CH:17]=[C:18]([C:21]2[CH:25]=[C:24]([CH2:26][N:27]([CH3:28])[C:42](=[O:43])[O:41][CH2:40][CH3:39])[S:23][CH:22]=2)[CH:19]=[C:20]2[C:15]=1[NH:14][CH:13]=[C:12]2[CH:9]1[CH2:10][CH2:11][N:6]([S:3]([CH2:1][CH3:2])(=[O:5])=[O:4])[CH2:7][CH2:8]1)=[O:30]. (3) Given the reactants C(OC([N:8]1[CH2:13][CH2:12][CH:11]([NH:14][C:15](=[O:33])[C:16]2[CH:21]=[C:20]([O:22][CH3:23])[CH:19]=[C:18]([O:24][CH2:25][CH:26]3[CH2:30][O:29]C(C)(C)[O:27]3)[CH:17]=2)[CH2:10][CH2:9]1)=O)(C)(C)C.[F:34][C:35]([F:40])([F:39])[C:36]([OH:38])=[O:37], predict the reaction product. The product is: [F:34][C:35]([F:40])([F:39])[C:36]([OH:38])=[O:37].[OH:27][CH:26]([CH2:30][OH:29])[CH2:25][O:24][C:18]1[CH:17]=[C:16]([CH:21]=[C:20]([O:22][CH3:23])[CH:19]=1)[C:15]([NH:14][CH:11]1[CH2:12][CH2:13][NH:8][CH2:9][CH2:10]1)=[O:33]. (4) Given the reactants [OH:1][C:2]1[CH:7]=[CH:6][C:5]([CH2:8][C:9]([O:11][CH3:12])=[O:10])=[CH:4][CH:3]=1.C(=O)([O-])[O-].[K+].[K+].[CH2:19](Br)/[CH:20]=[C:21](/[CH2:23][CH2:24][CH:25]=[C:26]([CH3:28])[CH3:27])\[CH3:22].O, predict the reaction product. The product is: [CH3:22][C:21]([CH2:23][CH2:24][CH:25]=[C:26]([CH3:28])[CH3:27])=[CH:20][CH2:19][O:1][C:2]1[CH:3]=[CH:4][C:5]([CH2:8][C:9]([O:11][CH3:12])=[O:10])=[CH:6][CH:7]=1. (5) Given the reactants [F:1][C:2]1[CH:3]=[C:4]([CH2:8][CH2:9][CH2:10][C:11]2[O:15][N:14]=[C:13]([C:16]([OH:18])=O)[CH:12]=2)[CH:5]=[CH:6][CH:7]=1.Cl.[O:20]1[CH2:24][CH2:23][CH:22]([CH2:25][NH2:26])[CH2:21]1.C(N(CC)CC)C.ON1C2C=CC=CC=2N=N1.Cl.C(N=C=NCCCN(C)C)C, predict the reaction product. The product is: [O:20]1[CH2:24][CH2:23][CH:22]([CH2:25][NH:26][C:16]([C:13]2[CH:12]=[C:11]([CH2:10][CH2:9][CH2:8][C:4]3[CH:5]=[CH:6][CH:7]=[C:2]([F:1])[CH:3]=3)[O:15][N:14]=2)=[O:18])[CH2:21]1. (6) Given the reactants [Cl:1][C:2]1[CH:3]=[C:4]2[C:8](=[CH:9][CH:10]=1)[NH:7][CH:6]=[C:5]2[CH2:11][CH2:12][NH:13][C:14](=[O:22])[C:15]1[CH:20]=[CH:19][CH:18]=[C:17](I)[CH:16]=1.[Cl:23][C:24]1[CH:25]=[C:26](B(O)O)[CH:27]=[CH:28][CH:29]=1.C(=O)([O-])[O-].[Na+].[Na+], predict the reaction product. The product is: [Cl:23][C:24]1[CH:29]=[C:28]([C:17]2[CH:18]=[CH:19][CH:20]=[C:15]([C:14]([NH:13][CH2:12][CH2:11][C:5]3[C:4]4[C:8](=[CH:9][CH:10]=[C:2]([Cl:1])[CH:3]=4)[NH:7][CH:6]=3)=[O:22])[CH:16]=2)[CH:27]=[CH:26][CH:25]=1. (7) Given the reactants [N:1]1[C:10]2[C:5](=[CH:6][CH:7]=[CH:8][CH:9]=2)[C:4]([O:11][C:12]2[CH:13]=[C:14]3[C:19](=[CH:20][CH:21]=2)[C:18]([C:22]([OH:24])=O)=[CH:17][CH:16]=[CH:15]3)=[CH:3][CH:2]=1.[C:25]1([NH2:32])[CH:30]=[CH:29][CH:28]=[CH:27][C:26]=1[NH2:31], predict the reaction product. The product is: [NH2:31][C:26]1[CH:27]=[CH:28][CH:29]=[CH:30][C:25]=1[NH:32][C:22]([C:18]1[C:19]2[C:14](=[CH:13][C:12]([O:11][C:4]3[C:5]4[C:10](=[CH:9][CH:8]=[CH:7][CH:6]=4)[N:1]=[CH:2][CH:3]=3)=[CH:21][CH:20]=2)[CH:15]=[CH:16][CH:17]=1)=[O:24]. (8) Given the reactants [Br:1][C:2]1[CH:7]=[CH:6][C:5]([CH2:8][O:9][Si:10]([C:13]([CH3:16])([CH3:15])[CH3:14])([CH3:12])[CH3:11])=[C:4](F)[CH:3]=1.[Li]CCCC.CCCCCC.CN([CH:32]=[O:33])C, predict the reaction product. The product is: [Br:1][C:2]1[CH:7]=[CH:6][C:5]([CH2:8][O:9][Si:10]([C:13]([CH3:16])([CH3:15])[CH3:14])([CH3:12])[CH3:11])=[C:4]([CH2:32][OH:33])[CH:3]=1. (9) Given the reactants [Br:1][C:2]1[CH:48]=[CH:47][C:5]2[CH2:6][CH:7]=[CH:8][CH2:9][CH2:10][CH2:11][CH2:12][O:13][C:14](=[O:46])[NH:15][C@@H:16]([C:42]([CH3:45])([CH3:44])[CH3:43])[C:17](=[O:41])[N:18]3[CH2:23][C@H:21]([O:22][C:4]=2[CH:3]=1)[CH2:20][C@H:19]3[C:24]([NH:26][C@:27]1([C:32]([NH:34][S:35]([CH:38]2[CH2:40][CH2:39]2)(=[O:37])=[O:36])=[O:33])[CH2:29][C@H:28]1[CH:30]=[CH2:31])=[O:25], predict the reaction product. The product is: [Br:1][C:2]1[CH:48]=[CH:47][C:5]2[CH2:6][CH2:7][CH2:8][CH2:9][CH2:10][CH2:11][CH2:12][O:13][C:14](=[O:46])[NH:15][C@@H:16]([C:42]([CH3:43])([CH3:45])[CH3:44])[C:17](=[O:41])[N:18]3[CH2:23][C@H:21]([O:22][C:4]=2[CH:3]=1)[CH2:20][C@H:19]3[C:24]([NH:26][C@:27]1([C:32]([NH:34][S:35]([CH:38]2[CH2:40][CH2:39]2)(=[O:36])=[O:37])=[O:33])[CH2:29][C@H:28]1[CH2:30][CH3:31])=[O:25]. (10) Given the reactants [CH3:1][O:2][C:3](=[O:31])[C:4]([C:16]1[CH:21]=[CH:20][C:19]([O:22][C:23]2[CH:28]=[CH:27][C:26]([CH:29]=[O:30])=[CH:25][CH:24]=2)=[CH:18][CH:17]=1)=[CH:5][C:6]1[CH:11]=[C:10]([O:12][CH3:13])[CH:9]=[C:8]([O:14][CH3:15])[CH:7]=1.[BH4-].[Na+], predict the reaction product. The product is: [CH3:1][O:2][C:3](=[O:31])[C:4]([C:16]1[CH:21]=[CH:20][C:19]([O:22][C:23]2[CH:24]=[CH:25][C:26]([CH2:29][OH:30])=[CH:27][CH:28]=2)=[CH:18][CH:17]=1)=[CH:5][C:6]1[CH:11]=[C:10]([O:12][CH3:13])[CH:9]=[C:8]([O:14][CH3:15])[CH:7]=1.